The task is: Predict the product of the given reaction.. This data is from Forward reaction prediction with 1.9M reactions from USPTO patents (1976-2016). Given the reactants [C:1]([C:4]1[CH:9]=[C:8]([CH3:10])[CH:7]=[CH:6][N:5]=1)(=[O:3])[CH3:2].[C:11](OCC)(=[O:17])[C:12]([O:14][CH2:15][CH3:16])=[O:13], predict the reaction product. The product is: [CH3:10][C:8]1[CH:7]=[CH:6][N:5]=[C:4]([C:1](=[O:3])[CH2:2][C:11](=[O:17])[C:12]([O:14][CH2:15][CH3:16])=[O:13])[CH:9]=1.